Dataset: Forward reaction prediction with 1.9M reactions from USPTO patents (1976-2016). Task: Predict the product of the given reaction. (1) Given the reactants CC(O)(C(O)C[CH2:6][C@H:7]([C@@H:9]1[C@:26]2([CH3:27])[C@H:12]([C@H:13]3[C@H:23]([CH2:24][CH2:25]2)[C@:21]2([CH3:22])[C@@H:16]([CH2:17][C:18](=[O:28])[CH2:19][CH2:20]2)[CH2:15][C:14]3=[O:29])[CH2:11][CH2:10]1)[CH3:8])C.Cl[O-].[Ca+2].Cl[O-].S([O-])([O-])=O.[Na+].[Na+].Cl.[C:44]([OH:47])(=[O:46])[CH3:45], predict the reaction product. The product is: [O:28]=[C:18]1[CH2:19][CH2:20][C@@:21]2([CH3:22])[C@H:16]([CH2:15][C:14](=[O:29])[C@@H:13]3[C@@H:23]2[CH2:24][CH2:25][C@@:26]2([CH3:27])[C@H:12]3[CH2:11][CH2:10][C@@H:9]2[C@H:7]([CH3:8])[CH2:6][CH2:45][C:44]([OH:47])=[O:46])[CH2:17]1. (2) Given the reactants [C:1]([N:3]=[C:4](SC)[N:5]([CH:7]1[CH2:12][CH2:11][CH2:10][CH2:9][CH2:8]1)[CH3:6])#[N:2].O.[NH2:16][NH2:17], predict the reaction product. The product is: [CH:7]1([N:5]([CH3:6])[C:4]2[NH:3][C:1]([NH2:2])=[N:17][N:16]=2)[CH2:12][CH2:11][CH2:10][CH2:9][CH2:8]1. (3) Given the reactants F[C:2]1[CH:9]=[C:8]([N:10]2[C:22]3[CH:21]=[CH:20][CH:19]=[C:18]([C:23]4[CH:24]=[N:25][C:26]5[C:31]([CH:32]=4)=[CH:30][CH:29]=[CH:28][CH:27]=5)[C:17]=3[C:16]3[C:11]2=[CH:12][CH:13]=[CH:14][CH:15]=3)[CH:7]=[CH:6][C:3]=1[C:4]#[N:5].C(=O)([O-])[O-:34].[K+].[K+].Cl.[F:40][CH2:41][CH2:42][CH2:43][NH2:44].[OH-].[Na+].OO, predict the reaction product. The product is: [F:40][CH2:41][CH2:42][CH2:43][NH:44][C:2]1[CH:9]=[C:8]([N:10]2[C:22]3[CH:21]=[CH:20][CH:19]=[C:18]([C:23]4[CH:24]=[N:25][C:26]5[C:31]([CH:32]=4)=[CH:30][CH:29]=[CH:28][CH:27]=5)[C:17]=3[C:16]3[C:11]2=[CH:12][CH:13]=[CH:14][CH:15]=3)[CH:7]=[CH:6][C:3]=1[C:4]([NH2:5])=[O:34]. (4) Given the reactants [C:1](Cl)(=[O:8])[C:2]1[CH:7]=[CH:6][CH:5]=[N:4][CH:3]=1.[C:10]1([OH:16])[CH:15]=[CH:14][CH:13]=[CH:12][CH:11]=1.C(N(CC)CC)C.N1C=CC=CC=1, predict the reaction product. The product is: [C:1]([O:16][C:10]1[CH:15]=[CH:14][CH:13]=[CH:12][CH:11]=1)(=[O:8])[C:2]1[CH:7]=[CH:6][CH:5]=[N:4][CH:3]=1. (5) Given the reactants [CH:1]1[C:10]2[C:5](=[CH:6][CH:7]=[CH:8][CH:9]=2)[CH:4]=[CH:3][C:2]=1[C:11](Cl)=[O:12].[CH3:14][O:15][C:16]1[CH:17]=[C:18]([C:22]2([OH:28])[CH2:27][CH2:26][CH2:25][NH:24][CH2:23]2)[CH:19]=[CH:20][CH:21]=1, predict the reaction product. The product is: [OH:28][C:22]1([C:18]2[CH:19]=[CH:20][CH:21]=[C:16]([O:15][CH3:14])[CH:17]=2)[CH2:27][CH2:26][CH2:25][N:24]([C:11]([C:2]2[CH:3]=[CH:4][C:5]3[C:10](=[CH:9][CH:8]=[CH:7][CH:6]=3)[CH:1]=2)=[O:12])[CH2:23]1. (6) Given the reactants [Cl:1][C:2]1[CH:20]=[C:19]([N+:21]([O-:23])=[O:22])[CH:18]=[C:17]([Cl:24])[C:3]=1[O:4][C:5]1[CH:6]=[CH:7][C:8]([O:15][CH3:16])=[C:9]([S:11](Cl)(=[O:13])=[O:12])[CH:10]=1.C(N(CC)CC)C.[CH:32]1([NH2:36])[CH2:35][CH2:34][CH2:33]1, predict the reaction product. The product is: [CH:32]1([NH:36][S:11]([C:9]2[CH:10]=[C:5]([O:4][C:3]3[C:2]([Cl:1])=[CH:20][C:19]([N+:21]([O-:23])=[O:22])=[CH:18][C:17]=3[Cl:24])[CH:6]=[CH:7][C:8]=2[O:15][CH3:16])(=[O:13])=[O:12])[CH2:35][CH2:34][CH2:33]1. (7) Given the reactants [Cl:1][C:2]1[N:11]=[CH:10][CH:9]=[C:8]2[C:3]=1[CH:4]=[C:5]([C:26]1[CH:31]=[CH:30][CH:29]=[CH:28][CH:27]=1)[C:6]([C:12]1[CH:17]=[CH:16][C:15](/[CH:18]=[N:19]/[S:20]([C:22]([CH3:25])([CH3:24])[CH3:23])=[O:21])=[CH:14][CH:13]=1)=[N:7]2.[CH3:32][Mg]Br, predict the reaction product. The product is: [Cl:1][C:2]1[N:11]=[CH:10][CH:9]=[C:8]2[C:3]=1[CH:4]=[C:5]([C:26]1[CH:27]=[CH:28][CH:29]=[CH:30][CH:31]=1)[C:6]([C:12]1[CH:17]=[CH:16][C:15]([CH:18]([NH:19][S:20]([C:22]([CH3:25])([CH3:24])[CH3:23])=[O:21])[CH3:32])=[CH:14][CH:13]=1)=[N:7]2.